Predict the reaction yield, written as a fraction of the theoretical maximum amount of product (1.0 means a 100% yield; for example, 0.34 means a 34% yield). From a dataset of Reaction yield outcomes from USPTO patents with 853,638 reactions. (1) The reactants are [C:1]([N:9]1[CH2:14][CH2:13][N:12]([C:15]2[CH:23]=[CH:22][C:18]([C:19]([OH:21])=[O:20])=[C:17]([N+:24]([O-])=O)[CH:16]=2)[CH2:11][CH2:10]1)(=[O:8])[C:2]1[CH:7]=[CH:6][CH:5]=[CH:4][CH:3]=1. The catalyst is C(O)C.C1COCC1.[Pt]=O. The product is [NH2:24][C:17]1[CH:16]=[C:15]([N:12]2[CH2:11][CH2:10][N:9]([C:1](=[O:8])[C:2]3[CH:3]=[CH:4][CH:5]=[CH:6][CH:7]=3)[CH2:14][CH2:13]2)[CH:23]=[CH:22][C:18]=1[C:19]([OH:21])=[O:20]. The yield is 0.700. (2) The reactants are Br[C:2]1[N:7]=[C:6]([CH:8]([CH2:24][N+:25]([O-:27])=[O:26])[CH2:9][C:10]2[CH:15]=[C:14]([CH3:16])[CH:13]=[C:12]([N:17]3[C:21]([CH3:22])=[CH:20][CH:19]=[C:18]3[CH3:23])[N:11]=2)[CH:5]=[CH:4][CH:3]=1.[CH:41]1[CH:46]=[CH:45][C:44](P([C:41]2[CH:46]=[CH:45][CH:44]=[CH:43][CH:42]=2)[C:41]2[CH:46]=[CH:45][CH:44]=[CH:43][CH:42]=2)=[CH:43][CH:42]=1.ClC1C=C(CCCNC[C:59]2[CH:64]=[CH:63][C:62]([C:65]3[N:70]=[C:69]([NH2:71])[CH:68]=C(C)[CH:66]=3)=CC=2)C=CC=1.C(NCC)C. The catalyst is Cl[Pd](Cl)([P](C1C=CC=CC=1)(C1C=CC=CC=1)C1C=CC=CC=1)[P](C1C=CC=CC=1)(C1C=CC=CC=1)C1C=CC=CC=1.[Cu]I.C(OCC)C.CN(C=O)C. The product is [CH3:59][C:64]1[N:70]([C:69]2[CH:68]=[C:46]([CH3:41])[CH:45]=[C:44]([C:43]#[C:42][C:2]3[CH:3]=[CH:4][CH:5]=[C:6]([CH:8]([CH2:24][N+:25]([O-:27])=[O:26])[CH2:9][C:10]4[CH:15]=[C:14]([CH3:16])[CH:13]=[C:12]([N:17]5[C:18]([CH3:23])=[CH:19][CH:20]=[C:21]5[CH3:22])[N:11]=4)[N:7]=3)[N:71]=2)[C:65]([CH3:66])=[CH:62][CH:63]=1. The yield is 0.780. (3) The reactants are [NH2:1][C@:2]12[CH2:37][CH2:36][C@@H:35]([C:38]([CH3:40])=[CH2:39])[C@@H:3]1[C@@H:4]1[C@@:17]([CH3:20])([CH2:18][CH2:19]2)[C@@:16]2([CH3:21])[C@@H:7]([C@:8]3([CH3:34])[C@@H:13]([CH2:14][CH2:15]2)[C:12]([CH3:23])([CH3:22])[C:11]([C:24]2[CH:33]=[CH:32][C:27]([C:28]([O:30]C)=[O:29])=[CH:26][CH:25]=2)=[CH:10][CH2:9]3)[CH2:6][CH2:5]1.CN(C)CCC(N[C@]12CC[C@@H](C(C)=C)[C@@H]1[C@@H]1[C@@](C)(CC2)[C@@]2(C)[C@@H]([C@]3(C)[C@@H](CC2)C(C)(C)C(C2C=CC(C(O)=O)=CC=2)=CC3)CC1)=O.[CH:87]1([NH:93][C:94](=[O:98])[C:95](O)=[O:96])[CH2:92][CH2:91][CH2:90][CH2:89][CH2:88]1. No catalyst specified. The product is [CH:87]1([NH:93][C:94](=[O:98])[C:95]([NH:1][C@:2]23[CH2:37][CH2:36][C@@H:35]([C:38]([CH3:40])=[CH2:39])[C@@H:3]2[C@@H:4]2[C@@:17]([CH3:20])([CH2:18][CH2:19]3)[C@@:16]3([CH3:21])[C@@H:7]([C@:8]4([CH3:34])[C@@H:13]([CH2:14][CH2:15]3)[C:12]([CH3:22])([CH3:23])[C:11]([C:24]3[CH:33]=[CH:32][C:27]([C:28]([OH:30])=[O:29])=[CH:26][CH:25]=3)=[CH:10][CH2:9]4)[CH2:6][CH2:5]2)=[O:96])[CH2:92][CH2:91][CH2:90][CH2:89][CH2:88]1. The yield is 0.400. (4) The reactants are [Cl:1][C:2]1[CH:3]=[C:4]([C@H:9]2[C:18]3[C:13](=[CH:14][CH:15]=[CH:16][CH:17]=3)[CH2:12][C@@H:11]([CH:19]([NH:21]C(=O)OC(C)(C)C)[CH3:20])[CH2:10]2)[CH:5]=[CH:6][C:7]=1[Cl:8].C(O)(C(F)(F)F)=O. The catalyst is C(Cl)Cl. The product is [Cl:1][C:2]1[CH:3]=[C:4]([C@H:9]2[C:18]3[C:13](=[CH:14][CH:15]=[CH:16][CH:17]=3)[CH2:12][C@@H:11]([C@@H:19]([NH2:21])[CH3:20])[CH2:10]2)[CH:5]=[CH:6][C:7]=1[Cl:8]. The yield is 0.860.